From a dataset of Forward reaction prediction with 1.9M reactions from USPTO patents (1976-2016). Predict the product of the given reaction. (1) Given the reactants [CH3:1][CH2:2][CH:3]([NH2:6])[CH2:4][CH3:5].[Cl:7][C:8]1[CH:9]=[C:10]([CH:14]=[CH:15][C:16]=1[O:17][CH3:18])[C:11](O)=[O:12], predict the reaction product. The product is: [Cl:7][C:8]1[CH:9]=[C:10]([CH:14]=[CH:15][C:16]=1[O:17][CH3:18])[C:11]([NH:6][CH:3]([CH2:4][CH3:5])[CH2:2][CH3:1])=[O:12]. (2) Given the reactants [CH2:1]([C:5]([CH2:10][CH3:11])([CH2:8][OH:9])[CH2:6][OH:7])[CH2:2][CH2:3][CH3:4].[C:12]1([CH3:18])[CH:17]=[CH:16][CH:15]=[CH:14][CH:13]=1.C(C1C=CC(S(O)(=O)=O)=CC=1)C.[CH2:31]([O:33][C:34](OCC)(OCC)[O:35][CH2:36]C)C, predict the reaction product. The product is: [CH2:1]([C:5]1([CH2:10][CH3:11])[CH2:6][O:7][C:34]2([O:35][CH2:36][C:17]([CH2:16][CH2:15][CH2:14][CH3:13])([CH2:12][CH3:18])[CH2:31][O:33]2)[O:9][CH2:8]1)[CH2:2][CH2:3][CH3:4]. (3) Given the reactants [CH:1]1([S:4]([C:7]2[CH:12]=[CH:11][C:10]([CH:13]([C:21]3[NH:25][C:24]([C:26]4[S:27][C:28]([CH:31]([OH:33])[CH3:32])=[CH:29][N:30]=4)=[CH:23][CH:22]=3)[CH2:14][CH:15]3[CH2:20][CH2:19][O:18][CH2:17][CH2:16]3)=[CH:9][CH:8]=2)(=[O:6])=[O:5])[CH2:3][CH2:2]1.[F:34]C(F)(F)S([O-])(=O)=O.ClC1C=CC=C(Cl)[N+]=1F, predict the reaction product. The product is: [CH:1]1([S:4]([C:7]2[CH:12]=[CH:11][C:10]([CH:13]([C:21]3[NH:25][C:24]([C:26]4[S:27][C:28]([CH:31]([OH:33])[CH3:32])=[CH:29][N:30]=4)=[CH:23][C:22]=3[F:34])[CH2:14][CH:15]3[CH2:16][CH2:17][O:18][CH2:19][CH2:20]3)=[CH:9][CH:8]=2)(=[O:5])=[O:6])[CH2:3][CH2:2]1. (4) The product is: [F:1][C:2]1[CH:10]=[CH:9][C:5]([C:6]([N:14]2[CH2:13][CH2:12][N:11]([C:17]3[CH:18]=[CH:19][C:20]([OH:23])=[CH:21][CH:22]=3)[CH2:16][CH2:15]2)=[O:7])=[CH:4][CH:3]=1. Given the reactants [F:1][C:2]1[CH:10]=[CH:9][C:5]([C:6](Cl)=[O:7])=[CH:4][CH:3]=1.[N:11]1([C:17]2[CH:22]=[CH:21][C:20]([OH:23])=[CH:19][CH:18]=2)[CH2:16][CH2:15][NH:14][CH2:13][CH2:12]1.C(N(CC)CC)C, predict the reaction product.